Dataset: TCR-epitope binding with 47,182 pairs between 192 epitopes and 23,139 TCRs. Task: Binary Classification. Given a T-cell receptor sequence (or CDR3 region) and an epitope sequence, predict whether binding occurs between them. (1) The epitope is RTLNAWVKV. The TCR CDR3 sequence is CASSSPTSGSLQYEQYF. Result: 0 (the TCR does not bind to the epitope). (2) The TCR CDR3 sequence is CASSTGGENTEAFF. Result: 1 (the TCR binds to the epitope). The epitope is KAYNVTQAF. (3) The epitope is RQLLFVVEV. The TCR CDR3 sequence is CASSDIRTEVYNEQFF. Result: 1 (the TCR binds to the epitope). (4) The epitope is RLQSLQTYV. The TCR CDR3 sequence is CASSPVGSLALYEQYF. Result: 0 (the TCR does not bind to the epitope). (5) The epitope is RTLNAWVKV. The TCR CDR3 sequence is CASSFLFRDRGYEQYF. Result: 0 (the TCR does not bind to the epitope). (6) The epitope is TEKSNIIRGW. The TCR CDR3 sequence is CASYTGTGGNTIYF. Result: 0 (the TCR does not bind to the epitope). (7) The epitope is PKYVKQNTLKLAT. The TCR CDR3 sequence is CASSFADTQYF. Result: 0 (the TCR does not bind to the epitope).